This data is from Forward reaction prediction with 1.9M reactions from USPTO patents (1976-2016). The task is: Predict the product of the given reaction. (1) Given the reactants [ClH:1].[O:2]=[C:3]([NH:47][C:48]1[CH:53]=[CH:52][C:51]([C:54]2[NH:58][N:57]=[N:56][N:55]=2)=[CH:50][CH:49]=1)[C@@H:4]([NH:29][C:30]([C@H:32]1[CH2:37][CH2:36][C@H:35]([CH2:38][NH:39]C(=O)OC(C)(C)C)[CH2:34][CH2:33]1)=[O:31])[CH2:5][C:6]1[CH:7]=[C:8]([C:12]2[CH:17]=[CH:16][C:15]([C:18](=[O:28])[NH:19][CH2:20][CH2:21][N:22]3[CH2:27][CH2:26][CH2:25][CH2:24][CH2:23]3)=[CH:14][CH:13]=2)[CH:9]=[CH:10][CH:11]=1.C(#N)C, predict the reaction product. The product is: [ClH:1].[NH2:39][CH2:38][C@H:35]1[CH2:36][CH2:37][C@H:32]([C:30]([NH:29][C@H:4]([C:3](=[O:2])[NH:47][C:48]2[CH:49]=[CH:50][C:51]([C:54]3[NH:58][N:57]=[N:56][N:55]=3)=[CH:52][CH:53]=2)[CH2:5][C:6]2[CH:7]=[C:8]([C:12]3[CH:13]=[CH:14][C:15]([C:18]([NH:19][CH2:20][CH2:21][N:22]4[CH2:27][CH2:26][CH2:25][CH2:24][CH2:23]4)=[O:28])=[CH:16][CH:17]=3)[CH:9]=[CH:10][CH:11]=2)=[O:31])[CH2:33][CH2:34]1. (2) Given the reactants F[C:2]1[CH:7]=[C:6]([N:8]2[CH2:13][CH2:12][N:11]([CH3:14])[CH2:10][CH2:9]2)[CH:5]=[C:4]([F:15])[N:3]=1.[CH3:16][O:17][C:18]1[CH:25]=[CH:24][C:21]([CH2:22][NH2:23])=[CH:20][CH:19]=1.CCN(CC)CC.O, predict the reaction product. The product is: [F:15][C:4]1[CH:5]=[C:6]([N:8]2[CH2:13][CH2:12][N:11]([CH3:14])[CH2:10][CH2:9]2)[CH:7]=[C:2]([NH:23][CH2:22][C:21]2[CH:24]=[CH:25][C:18]([O:17][CH3:16])=[CH:19][CH:20]=2)[N:3]=1. (3) Given the reactants [F:1][C:2]1[CH:7]=[CH:6][C:5]([C:8]2[C:16]3[C:11](=[CH:12][CH:13]=[C:14]([C:17]#[C:18][C:19]4[CH:24]=[CH:23][CH:22]=[CH:21][CH:20]=4)[CH:15]=3)[NH:10][N:9]=2)=[CH:4][CH:3]=1.N1C2C(=CC=CC=2)C=CC=1, predict the reaction product. The product is: [C:19]1(/[CH:18]=[CH:17]\[C:14]2[CH:15]=[C:16]3[C:11](=[CH:12][CH:13]=2)[NH:10][N:9]=[C:8]3[C:5]2[CH:4]=[CH:3][C:2]([F:1])=[CH:7][CH:6]=2)[CH:20]=[CH:21][CH:22]=[CH:23][CH:24]=1.